Dataset: Experimentally validated miRNA-target interactions with 360,000+ pairs, plus equal number of negative samples. Task: Binary Classification. Given a miRNA mature sequence and a target amino acid sequence, predict their likelihood of interaction. (1) The miRNA is hsa-miR-4254 with sequence GCCUGGAGCUACUCCACCAUCUC. The protein sequence of the target gene is MLLSQNAFIFRSLNLVLMVYISLVFGISYDSPDYTDESCTFKISLRNFRSILSWELKNHSIVPTHYTLLYTIMSKPEDLKVVKNCANTTRSFCDLTDEWRSTHEAYVTVLEGFSGNTTLFSCSHNFWLAIDMSFEPPEFEIVGFTNHINVMVKFPSIVEEELQFDLSLVIEEQSEGIVKKHKPEIKGNMSGNFTYIIDKLIPNTNYCVSVYLEHSDEQAVIKSPLKCTLLPPGQESESAESAKIGGIITVFLIALVLTSTIVTLKWIGYICLRNSLPKVLNFHNFLAWPFPNLPPLEAMD.... Result: 1 (interaction). (2) The miRNA is hsa-miR-4321 with sequence UUAGCGGUGGACCGCCCUGCG. The protein sequence of the target gene is MPEGPLVRKFHHLVSPFVGQQVVKTGGSSKKLQPASLQSLWLQDTQVHGKKLFLRFDLDEEMGPPGSSPTPEPPQKEVQKEGAADPKQVGEPSGQKTLDGSSRSAELVPQGEDDSEYLERDAPAGDAGRWLRVSFGLFGSVWVNDFSRAKKANKRGDWRDPSPRLVLHFGGGGFLAFYNCQLSWSSSPVVTPTCDILSEKFHRGQALEALGQAQPVCYTLLDQRYFSGLGNIIKNEALYRAGIHPLSLGSVLSASRREVLVDHVVEFSTAWLQGKFQGRPQHTQVYQKEQCPAGHQVMKE.... Result: 0 (no interaction). (3) The miRNA is hsa-miR-26a-5p with sequence UUCAAGUAAUCCAGGAUAGGCU. The protein sequence of the target gene is MSALNWKPFVYGGLASITAECGTFPIDLTKTRLQIQGQTNDAKFKEIRYRGMLHALVRIGREEGLKALYSGIAPAMLRQASYGTIKIGTYQSLKRLFIERPEDETLPINVICGILSGVISSTIANPTDVLKIRMQAQSNTIQGGMIGNFMNIYQQEGTRGLWKGVSLTAQRAAIVVGVELPVYDITKKHLILSGLMGDTVYTHFLSSFTCGLAGALASNPVDVVRTRMMNQRVLRDGRCSGYTGTLDCLLQTWKNEGFFALYKGFWPNWLRLGPWNIIFFVTYEQLKKLDL. Result: 1 (interaction).